From a dataset of NCI-60 drug combinations with 297,098 pairs across 59 cell lines. Regression. Given two drug SMILES strings and cell line genomic features, predict the synergy score measuring deviation from expected non-interaction effect. (1) Drug 1: C1CN(CCN1C(=O)CCBr)C(=O)CCBr. Drug 2: C1CNP(=O)(OC1)N(CCCl)CCCl. Cell line: LOX IMVI. Synergy scores: CSS=41.9, Synergy_ZIP=-0.940, Synergy_Bliss=-1.85, Synergy_Loewe=-22.8, Synergy_HSA=-0.785. (2) Drug 1: CN(C)C1=NC(=NC(=N1)N(C)C)N(C)C. Drug 2: CC1=C(N=C(N=C1N)C(CC(=O)N)NCC(C(=O)N)N)C(=O)NC(C(C2=CN=CN2)OC3C(C(C(C(O3)CO)O)O)OC4C(C(C(C(O4)CO)O)OC(=O)N)O)C(=O)NC(C)C(C(C)C(=O)NC(C(C)O)C(=O)NCCC5=NC(=CS5)C6=NC(=CS6)C(=O)NCCC[S+](C)C)O. Cell line: SK-OV-3. Synergy scores: CSS=-2.22, Synergy_ZIP=-0.297, Synergy_Bliss=-0.196, Synergy_Loewe=-6.64, Synergy_HSA=-2.86. (3) Drug 1: CC(C)NC(=O)C1=CC=C(C=C1)CNNC.Cl. Drug 2: C1C(C(OC1N2C=NC3=C2NC=NCC3O)CO)O. Cell line: RPMI-8226. Synergy scores: CSS=8.33, Synergy_ZIP=-4.24, Synergy_Bliss=-2.79, Synergy_Loewe=-0.626, Synergy_HSA=-0.376. (4) Drug 1: C1CCN(CC1)CCOC2=CC=C(C=C2)C(=O)C3=C(SC4=C3C=CC(=C4)O)C5=CC=C(C=C5)O. Drug 2: CS(=O)(=O)CCNCC1=CC=C(O1)C2=CC3=C(C=C2)N=CN=C3NC4=CC(=C(C=C4)OCC5=CC(=CC=C5)F)Cl. Cell line: NCI-H322M. Synergy scores: CSS=25.4, Synergy_ZIP=-6.48, Synergy_Bliss=-4.00, Synergy_Loewe=-5.71, Synergy_HSA=-5.68.